Dataset: Reaction yield outcomes from USPTO patents with 853,638 reactions. Task: Predict the reaction yield, written as a fraction of the theoretical maximum amount of product (1.0 means a 100% yield; for example, 0.34 means a 34% yield). The reactants are [Cl:1][C:2]1[C:11]2[C:6](=[CH:7][CH:8]=[C:9]([O:12]C)[CH:10]=2)[N:5]=[C:4]([CH3:14])[CH:3]=1.B(Br)(Br)Br.C(Cl)Cl. No catalyst specified. The product is [Cl:1][C:2]1[C:11]2[C:6](=[CH:7][CH:8]=[C:9]([OH:12])[CH:10]=2)[N:5]=[C:4]([CH3:14])[CH:3]=1. The yield is 0.730.